The task is: Predict which catalyst facilitates the given reaction.. This data is from Catalyst prediction with 721,799 reactions and 888 catalyst types from USPTO. (1) Reactant: CN(C)C=O.[OH:6][CH2:7][C@@H:8]1[C@@H:15]2[C@@H:11]([O:12][C:13](=[O:16])[CH2:14]2)[CH2:10][C@H:9]1[O:17][CH:18]1[CH2:23][CH2:22][CH2:21][CH2:20][O:19]1.N1C=CN=C1.[C:29]([Si:33]([CH3:36])([CH3:35])Cl)([CH3:32])([CH3:31])[CH3:30]. Product: [CH3:35][Si:33]([CH3:36])([C:29]([CH3:32])([CH3:31])[CH3:30])[O:6][CH2:7][C@@H:8]1[C@@H:15]2[C@@H:11]([O:12][C:13](=[O:16])[CH2:14]2)[CH2:10][C@H:9]1[O:17][CH:18]1[CH2:23][CH2:22][CH2:21][CH2:20][O:19]1. The catalyst class is: 8. (2) Reactant: [CH3:1][C:2]1[CH:3]=[C:4]([CH:10]=[C:11]([CH3:22])[C:12]=1[B:13]1[O:17]C(C)(C)C(C)(C)[O:14]1)[C:5]([O:7][CH2:8][CH3:9])=[O:6].C(O)(=O)C.O.O1CCOCC1. Product: [CH2:8]([O:7][C:5]([C:4]1[CH:10]=[C:11]([CH3:22])[C:12]([B:13]([OH:17])[OH:14])=[C:2]([CH3:1])[CH:3]=1)=[O:6])[CH3:9]. The catalyst class is: 13. (3) Reactant: Br[C:2]1[C:3](=[O:13])[C:4]2[C:9]([C:10](=[O:12])[CH:11]=1)=[CH:8][CH:7]=[CH:6][CH:5]=2.[CH3:14][NH2:15]. Product: [CH3:14][NH:15][C:2]1[C:3](=[O:13])[C:4]2[C:9]([C:10](=[O:12])[CH:11]=1)=[CH:8][CH:7]=[CH:6][CH:5]=2. The catalyst class is: 14. (4) Reactant: [CH:1]1([N:4]2[CH2:9][C:8]3([CH2:14][CH2:13][N:12]([S:15]([C:18]4[CH:23]=[CH:22][C:21](B5OC(C)(C)C(C)(C)O5)=[CH:20][CH:19]=4)(=[O:17])=[O:16])[CH2:11][CH2:10]3)[O:7][CH2:6][C:5]2=[O:33])[CH2:3][CH2:2]1.Br[C:35]1[CH:44]=[C:43]2[C:38]([CH:39]=[C:40]([NH:45][S:46]([CH3:49])(=[O:48])=[O:47])[CH:41]=[N:42]2)=[CH:37][CH:36]=1.C(=O)([O-])[O-].[K+].[K+]. Product: [CH:1]1([N:4]2[CH2:9][C:8]3([CH2:14][CH2:13][N:12]([S:15]([C:18]4[CH:19]=[CH:20][C:21]([C:35]5[CH:44]=[C:43]6[C:38]([CH:39]=[C:40]([NH:45][S:46]([CH3:49])(=[O:48])=[O:47])[CH:41]=[N:42]6)=[CH:37][CH:36]=5)=[CH:22][CH:23]=4)(=[O:16])=[O:17])[CH2:11][CH2:10]3)[O:7][CH2:6][C:5]2=[O:33])[CH2:2][CH2:3]1. The catalyst class is: 70. (5) Reactant: O.Cl.[Cl:3][C:4]1[NH:9][C:8](=[O:10])[CH:7]=[C:6]([OH:11])[C:5]=1[CH3:12].[N+:13]([O-])([OH:15])=[O:14]. Product: [Cl:3][C:4]1[NH:9][C:8](=[O:10])[C:7]([N+:13]([O-:15])=[O:14])=[C:6]([OH:11])[C:5]=1[CH3:12]. The catalyst class is: 65. (6) Reactant: [CH3:1][N:2]([CH2:4][C:5]1[C:13]2[O:12][N:11]=[C:10]([CH2:14][CH2:15][CH:16]3[CH2:21][CH2:20][N:19](C(OC(C)(C)C)=O)[CH2:18][CH2:17]3)[C:9]=2[CH:8]=[CH:7][C:6]=1[CH2:29][O:30][CH2:31][CH3:32])[CH3:3].Cl. Product: [CH3:1][N:2]([CH2:4][C:5]1[C:13]2[O:12][N:11]=[C:10]([CH2:14][CH2:15][CH:16]3[CH2:17][CH2:18][NH:19][CH2:20][CH2:21]3)[C:9]=2[CH:8]=[CH:7][C:6]=1[CH2:29][O:30][CH2:31][CH3:32])[CH3:3]. The catalyst class is: 5. (7) Reactant: [F:1][C@@H:2]1[CH2:6][N:5]([C:7]([C:9]2[C:10]([C:16]3[CH:21]=[CH:20][C:19]([O:22][CH2:23][CH:24]4[CH2:29][CH2:28][N:27]([CH2:30][C:31]([F:34])([CH3:33])[CH3:32])[CH2:26][CH2:25]4)=[CH:18][CH:17]=3)=[CH:11][CH:12]=[CH:13][C:14]=2[F:15])=[O:8])[C@H:4]([C:35]([O:37]C)=[O:36])[CH2:3]1.O[Li].O. Product: [F:1][C@@H:2]1[CH2:6][N:5]([C:7]([C:9]2[C:10]([C:16]3[CH:17]=[CH:18][C:19]([O:22][CH2:23][CH:24]4[CH2:25][CH2:26][N:27]([CH2:30][C:31]([F:34])([CH3:33])[CH3:32])[CH2:28][CH2:29]4)=[CH:20][CH:21]=3)=[CH:11][CH:12]=[CH:13][C:14]=2[F:15])=[O:8])[C@H:4]([C:35]([OH:37])=[O:36])[CH2:3]1. The catalyst class is: 1. (8) Reactant: I[C:2]1[CH:7]=[CH:6][C:5]([O:8][CH2:9][CH2:10][O:11][CH3:12])=[CH:4][C:3]=1[N+:13]([O-:15])=[O:14].[C:16]([O:20][CH2:21][CH3:22])(=[O:19])[CH:17]=[CH2:18].C(N(CC)CC)C. Product: [CH3:12][O:11][CH2:10][CH2:9][O:8][C:5]1[CH:6]=[CH:7][C:2](/[CH:18]=[CH:17]/[C:16]([O:20][CH2:21][CH3:22])=[O:19])=[C:3]([N+:13]([O-:15])=[O:14])[CH:4]=1. The catalyst class is: 524. (9) Reactant: [Cl:1][C:2]1[N:7]=[CH:6][C:5]([NH2:8])=[C:4]([NH2:9])[CH:3]=1.[N:10]([O-])=O.[Na+].C([O-])([O-])=O.[Na+].[Na+]. Product: [Cl:1][C:2]1[N:7]=[CH:6][C:5]2[N:8]=[N:10][NH:9][C:4]=2[CH:3]=1. The catalyst class is: 126. (10) Reactant: [CH3:1][C:2]1[CH:7]=[CH:6][N:5]=[CH:4][C:3]=1[N:8]1[CH2:12][CH2:11][NH:10][C:9]1=[O:13].Br[C:15]1[CH:16]=[CH:17][C:18]([F:23])=[C:19]([CH:22]=1)[CH:20]=[O:21].N[C@@H]1CCCC[C@H]1N.P([O-])([O-])([O-])=O.[K+].[K+].[K+]. Product: [F:23][C:18]1[CH:17]=[CH:16][C:15]([N:10]2[CH2:11][CH2:12][N:8]([C:3]3[CH:4]=[N:5][CH:6]=[CH:7][C:2]=3[CH3:1])[C:9]2=[O:13])=[CH:22][C:19]=1[CH:20]=[O:21]. The catalyst class is: 246.